This data is from Catalyst prediction with 721,799 reactions and 888 catalyst types from USPTO. The task is: Predict which catalyst facilitates the given reaction. The catalyst class is: 22. Product: [NH2:1][C:2]1[C:11]([Br:23])=[C:10]2[C:5]([C:6](=[O:22])[C:7]([C:15]3[CH:16]=[CH:17][C:18]([Cl:21])=[CH:19][CH:20]=3)=[C:8]([CH:12]([CH3:13])[CH3:14])[O:9]2)=[CH:4][CH:3]=1. Reactant: [NH2:1][C:2]1[CH:11]=[C:10]2[C:5]([C:6](=[O:22])[C:7]([C:15]3[CH:20]=[CH:19][C:18]([Cl:21])=[CH:17][CH:16]=3)=[C:8]([CH:12]([CH3:14])[CH3:13])[O:9]2)=[CH:4][CH:3]=1.[Br:23]N1C(=O)CCC1=O.